From a dataset of Full USPTO retrosynthesis dataset with 1.9M reactions from patents (1976-2016). Predict the reactants needed to synthesize the given product. (1) Given the product [CH:9]1([NH:12][C:13]([C:15]2[CH:20]=[C:19]([C:21]3[C:22]([C:30]([NH:32][C:33]4[S:34][CH:35]=[CH:36][N:37]=4)=[O:31])=[CH:23][C:24]([C:27]([NH:1][C:2]4[C:3]([CH3:8])=[N:4][NH:5][C:6]=4[CH3:7])=[O:28])=[CH:25][CH:26]=3)[C:18]([CH3:38])=[C:17]([F:39])[CH:16]=2)=[O:14])[CH2:11][CH2:10]1, predict the reactants needed to synthesize it. The reactants are: [NH2:1][C:2]1[C:3]([CH3:8])=[N:4][NH:5][C:6]=1[CH3:7].[CH:9]1([NH:12][C:13]([C:15]2[CH:16]=[C:17]([F:39])[C:18]([CH3:38])=[C:19]([C:21]3[CH:26]=[CH:25][C:24]([C:27](O)=[O:28])=[CH:23][C:22]=3[C:30]([NH:32][C:33]3[S:34][CH:35]=[CH:36][N:37]=3)=[O:31])[CH:20]=2)=[O:14])[CH2:11][CH2:10]1.Cl.CN(C)CCCN=C=NCC.CCOC(C)=O. (2) Given the product [CH3:5][CH:3]([C@H:2]([NH2:1])[C:6]([O:8][CH2:69][CH2:68][O:67][CH2:66][N:65]1[C:64]2[NH:71][C:72]([NH2:76])=[N:73][C:74](=[O:75])[C:63]=2[N:62]=[CH:61]1)=[O:7])[CH3:4], predict the reactants needed to synthesize it. The reactants are: [NH:1](C(OC(C)(C)C)=O)[C@H:2]([C:6]([OH:8])=[O:7])[CH:3]([CH3:5])[CH3:4].C1(N=C=NC2CCCCC2)CCCCC1.C1(N=C=NC2CCCCC2)CCCCC1.N(C(OC(C)(C)C)=O)[C@H](C(O)=O)C(C)C.[CH:61]1[N:65]([CH2:66][O:67][CH2:68][CH2:69]O)[C:64]2[N:71]=[C:72]([NH2:76])[N:73]=[C:74]([OH:75])[C:63]=2[N:62]=1. (3) Given the product [C:24]([NH:23][C:22]1[N:21]([CH2:43][CH2:44][O:45][C:46]([C:53]2[CH:58]=[CH:57][CH:56]=[CH:55][CH:54]=2)([C:47]2[CH:52]=[CH:51][CH:50]=[CH:49][CH:48]=2)[C:59]2[CH:60]=[CH:61][CH:62]=[CH:63][CH:64]=2)[N:20]=[CH:19][C:18]=1[NH:17][C:15]([CH:4]([CH2:5][CH2:6][NH:7][C:8](=[O:14])[O:9][C:10]([CH3:12])([CH3:11])[CH3:13])[CH2:3][CH2:1][NH:2][C:65](=[O:66])[O:67][C:68]([CH3:71])([CH3:70])[CH3:69])=[O:16])([C:37]1[CH:38]=[CH:39][CH:40]=[CH:41][CH:42]=1)([C:31]1[CH:32]=[CH:33][CH:34]=[CH:35][CH:36]=1)[C:25]1[CH:30]=[CH:29][CH:28]=[CH:27][CH:26]=1, predict the reactants needed to synthesize it. The reactants are: [C:1](/[CH:3]=[C:4](/[C:15]([NH:17][C:18]1[CH:19]=[N:20][N:21]([CH2:43][CH2:44][O:45][C:46]([C:59]2[CH:64]=[CH:63][CH:62]=[CH:61][CH:60]=2)([C:53]2[CH:58]=[CH:57][CH:56]=[CH:55][CH:54]=2)[C:47]2[CH:52]=[CH:51][CH:50]=[CH:49][CH:48]=2)[C:22]=1[NH:23][C:24]([C:37]1[CH:42]=[CH:41][CH:40]=[CH:39][CH:38]=1)([C:31]1[CH:36]=[CH:35][CH:34]=[CH:33][CH:32]=1)[C:25]1[CH:30]=[CH:29][CH:28]=[CH:27][CH:26]=1)=[O:16])\[CH2:5][CH2:6][NH:7][C:8](=[O:14])[O:9][C:10]([CH3:13])([CH3:12])[CH3:11])#[N:2].[C:65](O[C:65]([O:67][C:68]([CH3:71])([CH3:70])[CH3:69])=[O:66])([O:67][C:68]([CH3:71])([CH3:70])[CH3:69])=[O:66].